Dataset: Full USPTO retrosynthesis dataset with 1.9M reactions from patents (1976-2016). Task: Predict the reactants needed to synthesize the given product. Given the product [C:11]([CH2:15][NH:1][C:2]1[CH:10]=[CH:9][C:5]([CH2:6][C:7]#[N:8])=[CH:4][CH:3]=1)#[N:12], predict the reactants needed to synthesize it. The reactants are: [NH2:1][C:2]1[CH:10]=[CH:9][C:5]([CH2:6][C:7]#[N:8])=[CH:4][CH:3]=1.[C-:11]#[N:12].[Na+].Cl.[CH2:15]=O.